This data is from Forward reaction prediction with 1.9M reactions from USPTO patents (1976-2016). The task is: Predict the product of the given reaction. Given the reactants CS(C)=O.C(Cl)(=O)C(Cl)=O.[CH2:11]([N:15]1[C:24]2[CH2:23][CH2:22][CH2:21][CH2:20][C:19]=2[CH:18]=[C:17]([CH2:25][OH:26])[C:16]1=[O:27])[CH2:12][CH2:13][CH3:14].C(N(CC)CC)C.Cl, predict the reaction product. The product is: [CH2:11]([N:15]1[C:24]2[CH2:23][CH2:22][CH2:21][CH2:20][C:19]=2[CH:18]=[C:17]([CH:25]=[O:26])[C:16]1=[O:27])[CH2:12][CH2:13][CH3:14].